This data is from Peptide-MHC class II binding affinity with 134,281 pairs from IEDB. The task is: Regression. Given a peptide amino acid sequence and an MHC pseudo amino acid sequence, predict their binding affinity value. This is MHC class II binding data. The peptide sequence is EKKQFAATQFEPLAA. The MHC is DRB1_0101 with pseudo-sequence DRB1_0101. The binding affinity (normalized) is 0.566.